This data is from Forward reaction prediction with 1.9M reactions from USPTO patents (1976-2016). The task is: Predict the product of the given reaction. (1) Given the reactants [CH:1]1([CH2:7][C@H:8]([N:12]2[CH2:16][C:15]([O:17][CH3:18])=[CH:14][C:13]2=[O:19])[C:9]([OH:11])=O)[CH2:6][CH2:5][CH2:4][CH2:3][CH2:2]1.[NH2:20][C:21]1[CH:25]=[CH:24][N:23]([CH2:26][C:27]([CH3:30])([OH:29])[CH3:28])[N:22]=1.F[P-](F)(F)(F)(F)F.N1(O[P+](N(C)C)(N(C)C)N(C)C)C2C=CC=CC=2N=N1.C(N(CC)CC)C, predict the reaction product. The product is: [CH:1]1([CH2:7][C@H:8]([N:12]2[CH2:16][C:15]([O:17][CH3:18])=[CH:14][C:13]2=[O:19])[C:9]([NH:20][C:21]2[CH:25]=[CH:24][N:23]([CH2:26][C:27]([OH:29])([CH3:28])[CH3:30])[N:22]=2)=[O:11])[CH2:2][CH2:3][CH2:4][CH2:5][CH2:6]1. (2) Given the reactants [C:1](Cl)(=[O:4])[CH2:2][CH3:3].C(N(CC)CC)C.[C:13]1([CH3:20])[C:18]([OH:19])=[CH:17][CH:16]=[CH:15][CH:14]=1, predict the reaction product. The product is: [C:1]([O:19][C:18]1[CH:17]=[CH:16][CH:15]=[CH:14][C:13]=1[CH3:20])(=[O:4])[CH2:2][CH3:3]. (3) Given the reactants [CH2:1]([C:3]([C:21]1[S:25][C:24]([C:26]([NH:28][NH2:29])=[O:27])=[C:23]([CH3:30])[CH:22]=1)([C:6]1[CH:11]=[CH:10][C:9]([O:12][CH2:13][CH:14]([OH:19])[C:15]([CH3:18])([CH3:17])[CH3:16])=[C:8]([CH3:20])[CH:7]=1)[CH2:4][CH3:5])[CH3:2].[C:31](=S)=[S:32].[OH-].[K+], predict the reaction product. The product is: [CH2:1]([C:3]([C:21]1[S:25][C:24]([C:26]2[O:27][C:31](=[S:32])[NH:29][N:28]=2)=[C:23]([CH3:30])[CH:22]=1)([C:6]1[CH:11]=[CH:10][C:9]([O:12][CH2:13][CH:14]([OH:19])[C:15]([CH3:17])([CH3:18])[CH3:16])=[C:8]([CH3:20])[CH:7]=1)[CH2:4][CH3:5])[CH3:2]. (4) Given the reactants C1(=O)CCCCC1.[CH2:8]1[CH2:13][C:12]([CH:14]=[O:15])=[C:11]([Cl:16])[CH2:10][CH2:9]1.[BH4-].[Na+].[Cl-].[Ce+3].[Cl-].[Cl-], predict the reaction product. The product is: [Cl:16][C:11]1[CH2:10][CH2:9][CH2:8][CH2:13][C:12]=1[CH2:14][OH:15].